This data is from Catalyst prediction with 721,799 reactions and 888 catalyst types from USPTO. The task is: Predict which catalyst facilitates the given reaction. (1) Reactant: CS([C:5]1[S:9][C:8]2=[N:10][C:11]([C:13]3[O:14][C:15]4[CH:21]=[CH:20][CH:19]=[CH:18][C:16]=4[N:17]=3)=[CH:12][N:7]2[N:6]=1)(=O)=O.[CH3:22][O-:23].[Na+]. Product: [CH3:22][O:23][C:5]1[S:9][C:8]2=[N:10][C:11]([C:13]3[O:14][C:15]4[CH:21]=[CH:20][CH:19]=[CH:18][C:16]=4[N:17]=3)=[CH:12][N:7]2[N:6]=1. The catalyst class is: 5. (2) Reactant: [OH:1][C:2]1[CH:10]=[CH:9][CH:8]=[C:7]2[C:3]=1[CH:4]=[CH:5][NH:6]2.[H-].[Na+].C([O:15][C:16](=O)[C:17]([C:29]#[N:30])=[CH:18][C:19]1[CH:24]=[C:23]([O:25][CH3:26])[CH:22]=[C:21]([O:27][CH3:28])[CH:20]=1)C. Product: [CH3:28][O:27][C:21]1[CH:20]=[C:19]([C:18]2[CH:17]([C:29]#[N:30])[C:16](=[O:15])[O:1][C:2]3[C:10]=2[CH:9]=[CH:8][C:7]2=[N:6][CH:5]=[CH:4][C:3]=32)[CH:24]=[C:23]([O:25][CH3:26])[CH:22]=1. The catalyst class is: 1. (3) Reactant: [Cl:1][CH2:2][C:3]1[CH:4]=[C:5]([CH:9]=[CH:10][N:11]=1)[C:6]([OH:8])=O.CN(C(ON1N=NC2C=CC=NC1=2)=[N+](C)C)C.F[P-](F)(F)(F)(F)F.C(N(C(C)C)C(C)C)C.[O:45]1[CH2:50][CH2:49][O:48][CH2:47][CH:46]1[C:51]1[C:59]2[S:58][C:57]([NH2:60])=[N:56][C:55]=2[C:54]([O:61][CH3:62])=[CH:53][CH:52]=1.C(=O)(O)[O-].[Na+]. Product: [Cl:1][CH2:2][C:3]1[CH:4]=[C:5]([CH:9]=[CH:10][N:11]=1)[C:6]([NH:60][C:57]1[S:58][C:59]2[C:51]([CH:46]3[CH2:47][O:48][CH2:49][CH2:50][O:45]3)=[CH:52][CH:53]=[C:54]([O:61][CH3:62])[C:55]=2[N:56]=1)=[O:8]. The catalyst class is: 1. (4) Reactant: [CH3:1][N:2]1[C:7]([CH3:9])([CH3:8])[CH2:6][C:5](=[O:10])[CH2:4][C:3]1([CH3:12])[CH3:11].[Li][CH3:14]. Product: [CH3:1][N:2]1[C:7]([CH3:8])([CH3:9])[CH2:6][C:5]([CH3:14])([OH:10])[CH2:4][C:3]1([CH3:12])[CH3:11]. The catalyst class is: 27. (5) Product: [CH3:48][O:47][C:33]1[CH:32]=[C:31]([NH:30][C:28]2[N:27]=[CH:26][N:25]=[C:24]([C:21]3[CH:22]=[CH:23][C:16]([O:1][C@@H:2]4[CH2:3][CH2:4][C:5](=[O:8])[NH:6][CH2:7]4)=[C:17]([CH:20]=3)[C:18]#[N:19])[N:29]=2)[CH:36]=[CH:35][C:34]=1[N:37]1[CH2:42][CH2:41][N:40]([CH:43]2[CH2:46][O:45][CH2:44]2)[CH2:39][CH2:38]1. Reactant: [OH:1][CH:2]1[CH2:7][NH:6][C:5](=[O:8])[CH2:4][CH2:3]1.CC(C)([O-])C.[K+].F[C:16]1[CH:23]=[CH:22][C:21]([C:24]2[N:29]=[C:28]([NH:30][C:31]3[CH:36]=[CH:35][C:34]([N:37]4[CH2:42][CH2:41][N:40]([CH:43]5[CH2:46][O:45][CH2:44]5)[CH2:39][CH2:38]4)=[C:33]([O:47][CH3:48])[CH:32]=3)[N:27]=[CH:26][N:25]=2)=[CH:20][C:17]=1[C:18]#[N:19]. The catalyst class is: 3. (6) Reactant: [F:1][C:2]1[CH:9]=[C:8]([CH:10](S(C)=O)SC)[C:7]([F:16])=[CH:6][C:3]=1[C:4]#[N:5].S(=O)(=O)(O)[OH:18].O. Product: [F:1][C:2]1[CH:9]=[C:8]([CH:10]=[O:18])[C:7]([F:16])=[CH:6][C:3]=1[C:4]#[N:5]. The catalyst class is: 1. (7) Reactant: [N:1]1[C:2]([C:10]([OH:12])=O)=[CH:3][N:4]2[CH:9]=[CH:8][CH:7]=[N:6][C:5]=12.[N:13]1[C:22]2[C:17](=[CH:18][CH:19]=[CH:20][CH:21]=2)[CH:16]=[CH:15][C:14]=1[N:23]1[CH2:28][CH2:27][N:26]([CH2:29][CH2:30][CH2:31][CH2:32][NH2:33])[CH2:25][CH2:24]1. Product: [N:13]1[C:22]2[C:17](=[CH:18][CH:19]=[CH:20][CH:21]=2)[CH:16]=[CH:15][C:14]=1[N:23]1[CH2:24][CH2:25][N:26]([CH2:29][CH2:30][CH2:31][CH2:32][NH:33][C:10]([C:2]2[N:1]=[C:5]3[N:6]=[CH:7][CH:8]=[CH:9][N:4]3[CH:3]=2)=[O:12])[CH2:27][CH2:28]1. The catalyst class is: 147. (8) Reactant: [Cl:1][C:2]1[CH:22]=[C:21]([S:23][CH3:24])[CH:20]=[CH:19][C:3]=1[CH2:4][N:5]1[C:9]2=[N:10][C:11]([C:14]([O:16][CH3:17])=[O:15])=[CH:12][CH:13]=[C:8]2[N:7]=[C:6]1[CH3:18].ClC1C=CC=C(C(OO)=[O:33])C=1. Product: [Cl:1][C:2]1[CH:22]=[C:21]([S:23]([CH3:24])=[O:33])[CH:20]=[CH:19][C:3]=1[CH2:4][N:5]1[C:9]2=[N:10][C:11]([C:14]([O:16][CH3:17])=[O:15])=[CH:12][CH:13]=[C:8]2[N:7]=[C:6]1[CH3:18]. The catalyst class is: 526. (9) Reactant: [F:1][C@H:2]1[CH2:6][CH2:5][N:4](C(OC(C)(C)C)=O)[C@@H:3]1[C:14](=[O:34])[NH:15][CH2:16][C:17]1[CH:22]=[CH:21][C:20]([F:23])=[C:19]([C:24]2[CH:29]=[N:28][C:27]([C:30]([F:33])([F:32])[F:31])=[CH:26][N:25]=2)[CH:18]=1.[ClH:35]. Product: [ClH:35].[F:1][C@H:2]1[CH2:6][CH2:5][NH:4][C@@H:3]1[C:14]([NH:15][CH2:16][C:17]1[CH:22]=[CH:21][C:20]([F:23])=[C:19]([C:24]2[CH:29]=[N:28][C:27]([C:30]([F:33])([F:32])[F:31])=[CH:26][N:25]=2)[CH:18]=1)=[O:34]. The catalyst class is: 12. (10) Reactant: [NH:1]1[C:7](=[O:8])[C:6](=[N:9]O)[CH2:5][CH2:4][C:3]2[CH:11]=[CH:12][CH:13]=[CH:14][C:2]1=2.C(O)(=O)C.[H][H]. Product: [NH2:9][CH:6]1[C:7](=[O:8])[NH:1][C:2]2[CH:14]=[CH:13][CH:12]=[CH:11][C:3]=2[CH2:4][CH2:5]1. The catalyst class is: 19.